This data is from Full USPTO retrosynthesis dataset with 1.9M reactions from patents (1976-2016). The task is: Predict the reactants needed to synthesize the given product. Given the product [Cl:22][C:23]1[N:24]=[C:25]([C:30]([NH:1][C@H:2]2[CH2:7][CH2:6][N:5]([C:8]3[CH:9]=[C:10]([CH:15]=[C:16]([O:18][CH3:19])[CH:17]=3)[C:11]([O:13][CH3:14])=[O:12])[CH2:4][C@H:3]2[O:20][CH3:21])=[O:31])[NH:26][C:27]=1[CH2:28][CH3:29], predict the reactants needed to synthesize it. The reactants are: [NH2:1][C@H:2]1[CH2:7][CH2:6][N:5]([C:8]2[CH:9]=[C:10]([CH:15]=[C:16]([O:18][CH3:19])[CH:17]=2)[C:11]([O:13][CH3:14])=[O:12])[CH2:4][C@H:3]1[O:20][CH3:21].[Cl:22][C:23]1[N:24]=[C:25]([C:30](O)=[O:31])[NH:26][C:27]=1[CH2:28][CH3:29].CCN=C=NCCCN(C)C.Cl.C1C=CC2N(O)N=NC=2C=1.